From a dataset of Reaction yield outcomes from USPTO patents with 853,638 reactions. Predict the reaction yield, written as a fraction of the theoretical maximum amount of product (1.0 means a 100% yield; for example, 0.34 means a 34% yield). The reactants are O.NN.[CH:4]1([S:7][C:8]2[CH:13]=[CH:12][C:11]([C:14](=O)[C:15]([OH:17])=[O:16])=[CH:10][CH:9]=2)[CH2:6][CH2:5]1.[OH-].[K+].O. The catalyst is C(OCC)C. The product is [CH:4]1([S:7][C:8]2[CH:13]=[CH:12][C:11]([CH2:14][C:15]([OH:17])=[O:16])=[CH:10][CH:9]=2)[CH2:5][CH2:6]1. The yield is 0.850.